This data is from Full USPTO retrosynthesis dataset with 1.9M reactions from patents (1976-2016). The task is: Predict the reactants needed to synthesize the given product. (1) The reactants are: [CH3:22][S:19]([C:16]1[CH:17]=[CH:18][C:13]([S:12][S:12][C:13]2[CH:18]=[CH:17][C:16]([S:19]([CH3:22])(=[O:21])=[O:20])=[CH:15][CH:14]=2)=[CH:14][CH:15]=1)(=[O:21])=[O:20].[CH3:23][O:24][C:25](=[O:37])[CH2:26][C:27]1[C:28]([CH3:36])=[CH:29][N:30]2[C:35]=1[CH:34]=[CH:33][CH:32]=[CH:31]2.II.[CH2:40](O)C. Given the product [CH2:23]([O:24][C:25](=[O:37])[CH2:26][C:27]1[C:28]([CH3:36])=[C:29]([S:12][C:13]2[CH:14]=[CH:15][C:16]([S:19]([CH3:22])(=[O:20])=[O:21])=[CH:17][CH:18]=2)[N:30]2[C:35]=1[CH:34]=[CH:33][CH:32]=[CH:31]2)[CH3:40], predict the reactants needed to synthesize it. (2) Given the product [CH3:25][C:24]1[CH:23]=[C:22]([CH3:26])[NH:21][C:20](=[O:27])[C:19]=1[CH2:18][NH:17][C:15]([C:4]1[C:5]2[C:6]([CH3:14])=[N:7][N:8]([CH:11]([CH3:13])[CH3:12])[C:9]=2[CH:10]=[C:2]([C:38]2[CH:37]=[N:36][C:35]([N:32]3[CH2:31][CH2:30][N:29]([CH3:28])[CH2:34][CH2:33]3)=[CH:40][CH:39]=2)[CH:3]=1)=[O:16], predict the reactants needed to synthesize it. The reactants are: Br[C:2]1[CH:3]=[C:4]([C:15]([NH:17][CH2:18][C:19]2[C:20](=[O:27])[NH:21][C:22]([CH3:26])=[CH:23][C:24]=2[CH3:25])=[O:16])[C:5]2[C:6]([CH3:14])=[N:7][N:8]([CH:11]([CH3:13])[CH3:12])[C:9]=2[CH:10]=1.[CH3:28][N:29]1[CH2:34][CH2:33][N:32]([C:35]2[CH:40]=[CH:39][C:38](B3OC(C)(C)C(C)(C)O3)=[CH:37][N:36]=2)[CH2:31][CH2:30]1.C(=O)([O-])[O-].[Na+].[Na+]. (3) Given the product [C:14]([O:13][C:11](=[O:12])[NH:10][C@@H:7]([CH2:8][CH3:9])[CH2:6][N:18]=[N+:19]=[N-:20])([CH3:17])([CH3:16])[CH3:15], predict the reactants needed to synthesize it. The reactants are: CS(O[CH2:6][C@@H:7]([NH:10][C:11]([O:13][C:14]([CH3:17])([CH3:16])[CH3:15])=[O:12])[CH2:8][CH3:9])(=O)=O.[N-:18]=[N+:19]=[N-:20].[Na+].O. (4) The reactants are: Br[CH2:2][CH2:3][CH2:4][CH2:5][O:6][C:7]1[CH:8]=[CH:9][C:10]2[C:14]([C:15]3[CH:20]=[CH:19][C:18]([C:21]([F:24])([F:23])[F:22])=[CH:17][CH:16]=3)=[C:13]([CH3:25])[S:12][C:11]=2[CH:26]=1.[OH:27][CH:28]1[CH2:33][CH2:32][NH:31][CH2:30][CH2:29]1. Given the product [CH3:25][C:13]1[S:12][C:11]2[CH:26]=[C:7]([O:6][CH2:5][CH2:4][CH2:3][CH2:2][N:31]3[CH2:32][CH2:33][CH:28]([OH:27])[CH2:29][CH2:30]3)[CH:8]=[CH:9][C:10]=2[C:14]=1[C:15]1[CH:20]=[CH:19][C:18]([C:21]([F:24])([F:23])[F:22])=[CH:17][CH:16]=1, predict the reactants needed to synthesize it. (5) Given the product [C:1]([C:5]1[N:6]=[C:7]([N:21]2[CH2:25][CH2:24][CH:23]([OH:26])[CH2:22]2)[C:8]2[C:9](=[N:11][N:12]([CH2:37][C:38]3[N:39]([CH3:40])[N:36]=[N:35][N:34]=3)[N:13]=2)[N:10]=1)([CH3:4])([CH3:2])[CH3:3], predict the reactants needed to synthesize it. The reactants are: [C:1]([C:5]1[N:6]=[C:7]([N:21]2[CH2:25][CH2:24][C@@H:23]([OH:26])[CH2:22]2)[C:8]2[N:13]=[N:12][N:11](CC3N(C)N=NN=3)[C:9]=2[N:10]=1)([CH3:4])([CH3:3])[CH3:2].C([N:34]1[C:38]2[N:39]=[C:40](C(C)(C)C)N=C(N3CCC(O)C3)[C:37]=2[N:36]=[N:35]1)C1C=CC=CC=1.ClCC1N(C)N=NN=1. (6) Given the product [C:3]12([CH2:13][CH2:14][N:15]([CH2:25][CH2:26][CH2:27][CH2:28][CH3:29])[C:16](=[O:24])[CH2:17][O:18][CH2:19][CH2:20][OH:21])[CH2:10][CH:9]3[CH2:8][CH:7]([CH2:6][CH:5]([CH2:11]3)[CH2:4]1)[CH2:12]2, predict the reactants needed to synthesize it. The reactants are: [BH4-].[Na+].[C:3]12([CH2:13][CH2:14][N:15]([CH2:25][CH2:26][CH2:27][CH2:28][CH3:29])[C:16](=[O:24])[CH2:17][O:18][CH2:19][C:20](OC)=[O:21])[CH2:12][CH:7]3[CH2:8][CH:9]([CH2:11][CH:5]([CH2:6]3)[CH2:4]1)[CH2:10]2.O.C(OCC)(=O)C.